Predict the reactants needed to synthesize the given product. From a dataset of Full USPTO retrosynthesis dataset with 1.9M reactions from patents (1976-2016). (1) Given the product [F:3][C:4]1[CH:5]=[CH:6][C:7]([CH2:8][CH:9]([CH:15]([C:17]2[CH:18]=[CH:19][C:20]([F:23])=[CH:21][CH:22]=2)[OH:16])[C:10]([O:12][CH2:13][CH3:14])=[O:11])=[CH:24][CH:25]=1, predict the reactants needed to synthesize it. The reactants are: [BH4-].[Na+].[F:3][C:4]1[CH:25]=[CH:24][C:7]([CH2:8][CH:9]([C:15]([C:17]2[CH:22]=[CH:21][C:20]([F:23])=[CH:19][CH:18]=2)=[O:16])[C:10]([O:12][CH2:13][CH3:14])=[O:11])=[CH:6][CH:5]=1.Cl.O. (2) Given the product [ClH:1].[CH3:21][O:22][C:23]1[CH:24]=[C:25]2[C:29](=[CH:30][CH:31]=1)[N:28]([C:16](=[O:18])[C:15]1[CH:14]=[CH:13][C:12]([O:11][CH2:10][CH2:9][CH2:8][N:2]3[CH2:3][CH2:4][CH2:5][CH2:6][CH2:7]3)=[CH:20][CH:19]=1)[C:27]([CH3:32])=[CH:26]2, predict the reactants needed to synthesize it. The reactants are: [ClH:1].[N:2]1([CH2:8][CH2:9][CH2:10][O:11][C:12]2[CH:20]=[CH:19][C:15]([C:16]([OH:18])=O)=[CH:14][CH:13]=2)[CH2:7][CH2:6][CH2:5][CH2:4][CH2:3]1.[CH3:21][O:22][C:23]1[CH:24]=[C:25]2[C:29](=[CH:30][CH:31]=1)[NH:28][C:27]([CH3:32])=[CH:26]2. (3) Given the product [Cl:1][C:2]1[CH:27]=[CH:26][C:5]([CH2:6][N:7]2[C:15]3[C:10](=[CH:11][C:12]([CH:16]=[C:17]4[S:21][C:20]([N:32]5[CH2:35][C:34](=[O:36])[CH2:33]5)=[N:19][C:18]4=[O:25])=[CH:13][CH:14]=3)[CH:9]=[N:8]2)=[C:4]([C:28]([F:31])([F:29])[F:30])[CH:3]=1, predict the reactants needed to synthesize it. The reactants are: [Cl:1][C:2]1[CH:27]=[CH:26][C:5]([CH2:6][N:7]2[C:15]3[C:10](=[CH:11][C:12]([CH:16]=[C:17]4[S:21][C:20](SCC)=[N:19][C:18]4=[O:25])=[CH:13][CH:14]=3)[CH:9]=[N:8]2)=[C:4]([C:28]([F:31])([F:30])[F:29])[CH:3]=1.[NH:32]1[CH2:35][C:34](=[O:36])[CH2:33]1. (4) Given the product [CH3:1][N:2]1[C@@H:12]2[CH2:13][C:14]3[CH:19]=[CH:18][C:17]([O:20][CH3:21])=[C:16]4[O:22][C@H:6]5[C:7]([CH2:9][CH2:10][C@:11]2([OH:23])[C@:5]5([C:15]=34)[CH2:4][CH2:3]1)=[O:8], predict the reactants needed to synthesize it. The reactants are: [CH3:1][N:2]1[C@@H:12]2[CH2:13][C:14]3[CH:19]=[CH:18][C:17]([O:20][CH3:21])=[C:16]4[O:22][CH:6]5[C:7]([CH:9]=[CH:10][C@:11]2([OH:23])[C@:5]5([C:15]=34)[CH2:4][CH2:3]1)=[O:8].P(=O)(O)(O)O.[OH-].[Na+].NC(N)=S.[H][H]. (5) Given the product [Br:10][C:11]1[CH:12]=[C:13]([N:18]2[CH2:23][CH2:22][O:21][CH2:20][CH2:19]2)[C:14]([O:1][CH:2]2[CH2:7][CH2:6][O:5][CH2:4][CH2:3]2)=[N:15][CH:16]=1, predict the reactants needed to synthesize it. The reactants are: [OH:1][CH:2]1[CH2:7][CH2:6][O:5][CH2:4][CH2:3]1.[H-].[Na+].[Br:10][C:11]1[CH:12]=[C:13]([N:18]2[CH2:23][CH2:22][O:21][CH2:20][CH2:19]2)[C:14](F)=[N:15][CH:16]=1. (6) The reactants are: [CH3:1][O:2][C:3](=[O:16])[C:4]1[CH:9]=[C:8]([O:10][CH3:11])[CH:7]=[C:6]([NH2:12])[C:5]=1[N+:13]([O-])=O.[Sn](Cl)Cl. Given the product [CH3:1][O:2][C:3](=[O:16])[C:4]1[CH:9]=[C:8]([O:10][CH3:11])[CH:7]=[C:6]([NH2:12])[C:5]=1[NH2:13], predict the reactants needed to synthesize it. (7) Given the product [C:21]([C:17]1[CH:16]=[C:15]([CH2:14][CH2:13][O:12][C:6]2[CH:5]=[C:4]([CH:9]=[CH:8][C:7]=2[O:10][CH3:11])[C:3]([OH:23])=[O:2])[CH:20]=[CH:19][CH:18]=1)#[N:22], predict the reactants needed to synthesize it. The reactants are: C[O:2][C:3](=[O:23])[C:4]1[CH:9]=[CH:8][C:7]([O:10][CH3:11])=[C:6]([O:12][CH2:13][CH2:14][C:15]2[CH:20]=[CH:19][CH:18]=[C:17]([C:21]#[N:22])[CH:16]=2)[CH:5]=1.[OH-].[Li+]. (8) Given the product [C:24]([NH:23][S:20]([C:10]1[CH:11]=[CH:12][C:13]([O:15][C:16]([F:19])([F:17])[F:18])=[CH:14][C:9]=1[C:6]1[CH:5]=[CH:4][C:3]([CH2:2][N:32]2[CH2:33][CH2:34][N:29]([CH3:28])[CH2:30][CH2:31]2)=[CH:8][N:7]=1)(=[O:21])=[O:22])([CH3:26])([CH3:25])[CH3:27], predict the reactants needed to synthesize it. The reactants are: Br[CH2:2][C:3]1[CH:4]=[CH:5][C:6]([C:9]2[CH:14]=[C:13]([O:15][C:16]([F:19])([F:18])[F:17])[CH:12]=[CH:11][C:10]=2[S:20]([NH:23][C:24]([CH3:27])([CH3:26])[CH3:25])(=[O:22])=[O:21])=[N:7][CH:8]=1.[CH3:28][N:29]1[CH2:34][CH2:33][NH:32][CH2:31][CH2:30]1.C([O-])([O-])=O.[K+].[K+]. (9) Given the product [ClH:37].[ClH:37].[O:35]=[C:16]1[C:15]2[C:32](=[CH:33][CH:34]=[C:13]([C:11]3[CH:10]=[N:9][CH:8]=[C:7]([CH:12]=3)[C:6]([OH:36])=[O:5])[CH:14]=2)[O:31][C:18]2([CH2:23][CH2:22][NH:21][CH2:20][CH2:19]2)[CH2:17]1, predict the reactants needed to synthesize it. The reactants are: C([O:5][C:6](=[O:36])[C:7]1[CH:12]=[C:11]([C:13]2[CH:14]=[C:15]3[C:32](=[CH:33][CH:34]=2)[O:31][C:18]2([CH2:23][CH2:22][N:21](C(OC(C)(C)C)=O)[CH2:20][CH2:19]2)[CH2:17][C:16]3=[O:35])[CH:10]=[N:9][CH:8]=1)(C)(C)C.[ClH:37].